Dataset: Forward reaction prediction with 1.9M reactions from USPTO patents (1976-2016). Task: Predict the product of the given reaction. (1) Given the reactants [CH2:1]([NH:3][C:4](=[O:36])[NH:5][C:6]1[CH:11]=[CH:10][C:9]([C:12]2[N:13]=[C:14]([N:29]3[CH2:34][CH2:33][O:32][CH2:31][C@@H:30]3[CH3:35])[C:15]3[CH2:21][CH2:20][N:19]([C:22](OC(C)(C)C)=O)[CH2:18][C:16]=3[N:17]=2)=[CH:8][CH:7]=1)[CH3:2].Cl[C:38]1N=C(N2CCOC[C@@H]2C)C2CCN(C)CC=2N=1.CC1C=C(C=CC=1B1OC(C)(C)C(C)(C)O1)N, predict the reaction product. The product is: [CH2:1]([NH:3][C:4]([NH:5][C:6]1[CH:7]=[CH:8][C:9]([C:12]2[N:13]=[C:14]([N:29]3[CH2:34][CH2:33][O:32][CH2:31][C@@H:30]3[CH3:35])[C:15]3[CH2:21][CH2:20][N:19]([CH3:22])[CH2:18][C:16]=3[N:17]=2)=[C:10]([CH3:38])[CH:11]=1)=[O:36])[CH3:2]. (2) Given the reactants Br[CH2:2][CH2:3][CH2:4][CH2:5][CH2:6][CH2:7][NH:8][C:9]([C:11]1[C:15]([NH:16][C:17]([C:19]2[CH:24]=[CH:23][CH:22]=[C:21]([C:25]3[CH:26]=[N:27][NH:28][CH:29]=3)[N:20]=2)=[O:18])=[CH:14][N:13]([CH3:30])[N:12]=1)=[O:10].C([O-])([O-])=O.[Cs+].[Cs+], predict the reaction product. The product is: [CH3:30][N:13]1[CH:14]=[C:15]2[C:11]([C:9](=[O:10])[NH:8][CH2:7][CH2:6][CH2:5][CH2:4][CH2:3][CH2:2][N:27]3[CH:26]=[C:25]([C:21]4[N:20]=[C:19]([C:17](=[O:18])[NH:16]2)[CH:24]=[CH:23][CH:22]=4)[CH:29]=[N:28]3)=[N:12]1. (3) Given the reactants [N:1]1([CH2:7][C:8]([OH:10])=O)[CH2:6][CH2:5][CH2:4][CH2:3][CH2:2]1.C(N(C(C)C)C(C)C)C.CN(C(ON1N=NC2C=CC=NC1=2)=[N+](C)C)C.F[P-](F)(F)(F)(F)F.[NH2:44][C@@H:45]1[CH2:50][CH2:49][C@H:48]([N:51]2[C:56](=[O:57])[C:55]3[CH:58]=[C:59]([F:62])[CH:60]=[N:61][C:54]=3[N:53]([C:63]3[CH:64]=[C:65]([C:69]4[CH:74]=[CH:73][C:72]([OH:75])=[CH:71][C:70]=4[CH2:76][N:77]4[CH2:82][CH2:81][O:80][CH2:79][CH2:78]4)[CH:66]=[CH:67][CH:68]=3)[C:52]2=[O:83])[CH2:47][CH2:46]1, predict the reaction product. The product is: [F:62][C:59]1[CH:60]=[N:61][C:54]2[N:53]([C:63]3[CH:64]=[C:65]([C:69]4[CH:74]=[CH:73][C:72]([OH:75])=[CH:71][C:70]=4[CH2:76][N:77]4[CH2:78][CH2:79][O:80][CH2:81][CH2:82]4)[CH:66]=[CH:67][CH:68]=3)[C:52](=[O:83])[N:51]([C@@H:48]3[CH2:47][CH2:46][C@H:45]([NH:44][C:8](=[O:10])[CH2:7][N:1]4[CH2:2][CH2:3][CH2:4][CH2:5][CH2:6]4)[CH2:50][CH2:49]3)[C:56](=[O:57])[C:55]=2[CH:58]=1. (4) The product is: [Cl:13][C:10]1[C:9]2[C:4](=[CH:5][N:6]=[CH:7][CH:8]=2)[N:3]=[C:2]([C:17]2[CH:16]=[C:15]([F:14])[CH:20]=[C:19]([F:21])[CH:18]=2)[C:11]=1[CH3:12]. Given the reactants Cl[C:2]1[C:11]([CH3:12])=[C:10]([Cl:13])[C:9]2[C:4](=[CH:5][N:6]=[CH:7][CH:8]=2)[N:3]=1.[F:14][C:15]1[CH:16]=[C:17](B(O)O)[CH:18]=[C:19]([F:21])[CH:20]=1.C(=O)([O-])[O-].[K+].[K+], predict the reaction product. (5) Given the reactants [Br:1][C:2]1[CH:11]=[CH:10][C:5]([C:6]([O:8]C)=[O:7])=[CH:4][C:3]=1[O:12][CH2:13][CH3:14].[Li+].[OH-].CO, predict the reaction product. The product is: [Br:1][C:2]1[CH:11]=[CH:10][C:5]([C:6]([OH:8])=[O:7])=[CH:4][C:3]=1[O:12][CH2:13][CH3:14]. (6) The product is: [C:58]([C:60]1[C:73]2[C:64](=[C:65]3[CH2:76][CH2:75][CH2:74][N:67]4[CH2:68][CH2:69][CH2:70][C:71]([CH:72]=2)=[C:66]34)[O:63][C:62](=[O:77])[CH:61]=1)(=[O:59])[C:52]1[CH:57]=[CH:56][CH:55]=[CH:54][CH:53]=1. Given the reactants O=C(C1C=CC=CC=1)C#CC(OC)=O.OC(C)C#CC1C(=O)OC2C(C=1)=CC=C(OC)C=2.C1C=CC(P(C2C=CC=CC=2)C2C=CC=CC=2)=CC=1.[CH:52]1([C:58]([C:60]2[C:73]3[C:64](=[C:65]4[CH2:76][CH2:75][CH2:74][N:67]5[CH2:68][CH2:69][CH2:70][C:71]([CH:72]=3)=[C:66]45)[O:63][C:62](=[O:77])[CH:61]=2)=[O:59])[CH2:57][CH2:56][CH2:55][CH2:54][CH2:53]1, predict the reaction product. (7) Given the reactants C([O:3][C:4](=[O:31])[CH:5]([O:28][CH2:29][CH3:30])[CH2:6][C:7]1[CH:12]=[CH:11][C:10]([O:13][CH2:14][C:15]2[N:16]=[C:17]([C:20]3[CH:25]=[CH:24][C:23]([Cl:26])=[CH:22][CH:21]=3)[S:18][CH:19]=2)=[CH:9][C:8]=1[CH3:27])C.[Li+].[OH-], predict the reaction product. The product is: [Cl:26][C:23]1[CH:24]=[CH:25][C:20]([C:17]2[S:18][CH:19]=[C:15]([CH2:14][O:13][C:10]3[CH:11]=[CH:12][C:7]([CH2:6][CH:5]([O:28][CH2:29][CH3:30])[C:4]([OH:31])=[O:3])=[C:8]([CH3:27])[CH:9]=3)[N:16]=2)=[CH:21][CH:22]=1. (8) The product is: [Br:1][C:2]1[CH:7]=[CH:6][C:5]([CH:8]([OH:11])[CH2:9][NH:13][CH2:14][CH2:15][OH:16])=[C:4]([F:12])[CH:3]=1. Given the reactants [Br:1][C:2]1[CH:7]=[CH:6][C:5]([CH:8]([OH:11])[CH2:9]Cl)=[C:4]([F:12])[CH:3]=1.[NH2:13][CH2:14][CH2:15][OH:16], predict the reaction product. (9) Given the reactants [NH2:1][C:2]1[C:6]2[C:7]([O:11][CH2:12][C:13]3[CH:18]=[CH:17][CH:16]=[CH:15][CH:14]=3)=[N:8][CH:9]=[CH:10][C:5]=2[N:4]([C@H:19]2[C@H:24]([C:25]#[N:26])[CH2:23][CH2:22][O:21][CH2:20]2)[N:3]=1.Br[C:28]1[CH:33]=[CH:32][C:31]([S:34]([CH3:37])(=[O:36])=[O:35])=[CH:30][CH:29]=1.[O-]P([O-])([O-])=O.[K+].[K+].[K+].C(P(C(C)(C)C)C1C(C)=C(C)C(C)=C(C)C=1C1C(C(C)C)=CC(C(C)C)=CC=1C(C)C)(C)(C)C.C(O)(CC)(C)C, predict the reaction product. The product is: [CH2:12]([O:11][C:7]1[C:6]2[C:2]([NH:1][C:28]3[CH:33]=[CH:32][C:31]([S:34]([CH3:37])(=[O:36])=[O:35])=[CH:30][CH:29]=3)=[N:3][N:4]([C@H:19]3[C@H:24]([C:25]#[N:26])[CH2:23][CH2:22][O:21][CH2:20]3)[C:5]=2[CH:10]=[CH:9][N:8]=1)[C:13]1[CH:14]=[CH:15][CH:16]=[CH:17][CH:18]=1. (10) Given the reactants [F:1][C:2]1[CH:3]=[C:4]([CH2:9][C:10]([OH:12])=O)[CH:5]=[C:6]([F:8])[CH:7]=1.[NH2:13][C@H:14]([C:16]([C:18]1([NH2:39])[N:24]=[C:23](C2C=CC=CC=2Cl)[C:22]2[CH:32]=[C:33]([Cl:36])[CH:34]=[CH:35][C:21]=2[N:20]([CH3:37])[C:19]1=[O:38])=[O:17])[CH3:15], predict the reaction product. The product is: [F:8][C:6]1[CH:5]=[C:4]([CH2:9][C:10]([NH:13][C@H:14]([C:16]([C:18]2([NH2:39])[N:24]=[CH:23][C:22]3[CH:32]=[C:33]([Cl:36])[CH:34]=[CH:35][C:21]=3[N:20]([CH3:37])[C:19]2=[O:38])=[O:17])[CH3:15])=[O:12])[CH:3]=[C:2]([F:1])[CH:7]=1.